From a dataset of Forward reaction prediction with 1.9M reactions from USPTO patents (1976-2016). Predict the product of the given reaction. (1) Given the reactants [OH:1][CH2:2][C@H:3]1[NH:8][CH2:7][CH2:6][N:5]([C:9]([O:11][C:12]([CH3:15])([CH3:14])[CH3:13])=[O:10])[CH2:4]1.[CH:16](=O)[C:17]1[CH:22]=[CH:21][CH:20]=[CH:19][CH:18]=1.C(O[BH-](OC(=O)C)OC(=O)C)(=O)C.[Na+].C(=O)(O)[O-].[Na+], predict the reaction product. The product is: [CH2:16]([N:8]1[CH2:7][CH2:6][N:5]([C:9]([O:11][C:12]([CH3:15])([CH3:14])[CH3:13])=[O:10])[CH2:4][C@H:3]1[CH2:2][OH:1])[C:17]1[CH:22]=[CH:21][CH:20]=[CH:19][CH:18]=1. (2) Given the reactants C(OC([N:8]1[C:12]2[CH:13]=[C:14]([Cl:19])[CH:15]=[C:16]([CH2:17]O)[C:11]=2[O:10][C:9]1=[O:20])=O)(C)(C)C.[CH2:21]([O:23][C:24](=[O:40])[CH2:25][CH:26]([N:30]1[C:34]2[CH:35]=[CH:36][CH:37]=[CH:38][C:33]=2[NH:32][C:31]1=[O:39])[CH2:27][CH2:28][CH3:29])C.C1(P(C2C=CC=CC=2)C2C=CC=CC=2)C=CC=CC=1.N(C(OC(C)C)=O)=NC(OC(C)C)=O, predict the reaction product. The product is: [CH3:21][O:23][C:24](=[O:40])[CH2:25][CH:26]([N:30]1[C:34]2[CH:35]=[CH:36][CH:37]=[CH:38][C:33]=2[N:32]([CH2:17][C:16]2[C:11]3[O:10][C:9](=[O:20])[NH:8][C:12]=3[CH:13]=[C:14]([Cl:19])[CH:15]=2)[C:31]1=[O:39])[CH2:27][CH2:28][CH3:29]. (3) Given the reactants [CH2:1]([O:8][C:9]([NH:11][C@@H:12]([CH2:16][C:17]1[CH:22]=[CH:21][C:20]([C:23]2[N:28]=[CH:27][C:26]([C:29]3[CH:34]=[CH:33][C:32]([O:35][CH2:36][CH2:37][CH2:38][CH2:39][CH2:40][CH2:41][CH3:42])=[CH:31][CH:30]=3)=[CH:25][N:24]=2)=[CH:19][CH:18]=1)[C:13](O)=[O:14])=[O:10])[C:2]1[CH:7]=[CH:6][CH:5]=[CH:4][CH:3]=1.Cl.[NH:44]1[CH2:48][CH2:47][C@H:46]([C:49]([O:51][CH3:52])=[O:50])[CH2:45]1.CCN(C(C)C)C(C)C.CN(C(ON1N=NC2C=CC=NC1=2)=[N+](C)C)C.F[P-](F)(F)(F)(F)F, predict the reaction product. The product is: [CH2:1]([O:8][C:9]([NH:11][C@@H:12]([CH2:16][C:17]1[CH:22]=[CH:21][C:20]([C:23]2[N:24]=[CH:25][C:26]([C:29]3[CH:30]=[CH:31][C:32]([O:35][CH2:36][CH2:37][CH2:38][CH2:39][CH2:40][CH2:41][CH3:42])=[CH:33][CH:34]=3)=[CH:27][N:28]=2)=[CH:19][CH:18]=1)[C:13]([N:44]1[CH2:48][CH2:47][C@H:46]([C:49]([O:51][CH3:52])=[O:50])[CH2:45]1)=[O:14])=[O:10])[C:2]1[CH:3]=[CH:4][CH:5]=[CH:6][CH:7]=1. (4) The product is: [CH3:1][O:2][C:3]1[N:4]=[C:5]2[C:10](=[CH:11][CH:12]=1)[N:9]=[CH:8][CH:7]=[C:6]2[N:13]1[CH2:17][CH2:16][CH:15]([NH:25][CH2:24][CH2:23][NH2:26])[CH2:14]1. Given the reactants [CH3:1][O:2][C:3]1[N:4]=[C:5]2[C:10](=[CH:11][CH:12]=1)[N:9]=[CH:8][CH:7]=[C:6]2[N:13]1[CH2:17][CH2:16][CH:15](OS(C)(=O)=O)[CH2:14]1.[CH2:23]([NH2:26])[CH2:24][NH2:25], predict the reaction product. (5) Given the reactants [F:1][C:2]([F:18])([F:17])[C:3]1[O:7][N:6]=[C:5]([C:8]2[S:12][C:11]([C:13]([OH:15])=O)=[CH:10][CH:9]=2)[C:4]=1[CH3:16].Cl.[F:20][C:21]([F:29])([F:28])[CH:22]1[CH2:27][CH2:26][CH2:25][NH:24][CH2:23]1, predict the reaction product. The product is: [CH3:16][C:4]1[C:5]([C:8]2[S:12][C:11]([C:13]([N:24]3[CH2:25][CH2:26][CH2:27][CH:22]([C:21]([F:29])([F:28])[F:20])[CH2:23]3)=[O:15])=[CH:10][CH:9]=2)=[N:6][O:7][C:3]=1[C:2]([F:1])([F:18])[F:17].